From a dataset of Forward reaction prediction with 1.9M reactions from USPTO patents (1976-2016). Predict the product of the given reaction. (1) Given the reactants [Cl:1][C:2]1[CH:3]=[CH:4][CH:5]=[C:6]2[C:11]=1[C:10]([CH2:12][C:13]1[CH:14]=[C:15]([CH:19]=[C:20]([F:22])[CH:21]=1)[C:16]([OH:18])=O)=[N:9][NH:8][C:7]2=[O:23].[CH3:24][O:25][CH:26]1[CH2:31][CH2:30][NH:29][CH2:28][CH2:27]1.CCN(C(C)C)C(C)C, predict the reaction product. The product is: [Cl:1][C:2]1[CH:3]=[CH:4][CH:5]=[C:6]2[C:11]=1[C:10]([CH2:12][C:13]1[CH:14]=[C:15]([C:16]([N:29]3[CH2:30][CH2:31][CH:26]([O:25][CH3:24])[CH2:27][CH2:28]3)=[O:18])[CH:19]=[C:20]([F:22])[CH:21]=1)=[N:9][NH:8][C:7]2=[O:23]. (2) Given the reactants [CH3:1][C:2]1[NH:3][C:4]2[C:9]([CH:10]=1)=[CH:8][C:7]([C:11]([OH:13])=O)=[CH:6][CH:5]=2.[NH:14]1[CH2:19][CH2:18][CH2:17][C@@H:16]2[C:20]3[CH:21]=[CH:22][CH:23]=[CH:24][C:25]=3[CH2:26][C@H:15]12.F[P-](F)(F)(F)(F)F.N1(OC(N(C)C)=[N+](C)C)C2N=CC=CC=2N=N1, predict the reaction product. The product is: [N:14]1([C:11]([C:7]2[CH:8]=[C:9]3[C:4](=[CH:5][CH:6]=2)[NH:3][C:2]([CH3:1])=[CH:10]3)=[O:13])[CH2:19][CH2:18][CH2:17][C@@H:16]2[C:20]3[CH:21]=[CH:22][CH:23]=[CH:24][C:25]=3[CH2:26][C@H:15]12. (3) Given the reactants [OH:1][C:2]1[CH:17]=[CH:16][C:5]([C:6]([NH:8][CH2:9][C:10]2[CH:11]=[N:12][CH:13]=[CH:14][CH:15]=2)=[O:7])=[CH:4][CH:3]=1, predict the reaction product. The product is: [OH:1][C:2]1[CH:3]=[CH:4][C:5]([C:6]([NH:8][CH2:9][CH:10]2[CH2:15][CH2:14][CH2:13][NH:12][CH2:11]2)=[O:7])=[CH:16][CH:17]=1. (4) Given the reactants [F:1][C:2]1[CH:3]=[C:4]([C:14](=[O:16])[CH3:15])[CH:5]=[CH:6][C:7]=1[N:8]1[CH2:13][CH2:12][NH:11][CH2:10][CH2:9]1.[Cl:17][C:18]1[CH:26]=[CH:25][C:24]([S:27](=[O:31])(=[O:30])[NH:28][CH3:29])=[CH:23][C:19]=1[C:20](O)=[O:21], predict the reaction product. The product is: [C:14]([C:4]1[CH:5]=[CH:6][C:7]([N:8]2[CH2:13][CH2:12][N:11]([C:20]([C:19]3[CH:23]=[C:24]([S:27]([NH:28][CH3:29])(=[O:31])=[O:30])[CH:25]=[CH:26][C:18]=3[Cl:17])=[O:21])[CH2:10][CH2:9]2)=[C:2]([F:1])[CH:3]=1)(=[O:16])[CH3:15]. (5) Given the reactants [Cl:1][C:2]1[CH:11]=[CH:10][C:9]2[C:4](=[C:5]([NH2:12])[CH:6]=[CH:7][CH:8]=2)[N:3]=1.[S:13]1[CH:17]=[C:16]([C:18](O)=[O:19])[N:15]=[CH:14]1.CN(C(ON1N=NC2C=CC=NC1=2)=[N+](C)C)C.F[P-](F)(F)(F)(F)F.CCN(C(C)C)C(C)C, predict the reaction product. The product is: [Cl:1][C:2]1[CH:11]=[CH:10][C:9]2[C:4](=[C:5]([NH:12][C:18]([C:16]3[N:15]=[CH:14][S:13][CH:17]=3)=[O:19])[CH:6]=[CH:7][CH:8]=2)[N:3]=1. (6) Given the reactants [F:1][C:2]([F:13])([F:12])[C:3]1[CH:4]=[C:5]([NH:10]N)[CH:6]=[C:7]([F:9])[CH:8]=1.C[CH:15]([C:23](=O)[CH3:24])[CH2:16][CH2:17][CH2:18][CH2:19][C:20]([OH:22])=[O:21].[C:26](O)(=O)[CH3:27], predict the reaction product. The product is: [F:1][C:2]([F:13])([F:12])[C:3]1[CH:8]=[C:7]([F:9])[CH:6]=[C:5]2[C:4]=1[C:23]([CH2:15][CH2:16][CH2:17][CH2:18][CH2:19][C:20]([OH:22])=[O:21])([CH3:24])[C:26]([CH3:27])=[N:10]2. (7) Given the reactants [F:1][C:2]1[CH:17]=[CH:16][C:5]([C:6]([C:8]2[CH:13]=[CH:12][C:11]([O:14][CH3:15])=[CH:10][CH:9]=2)=[O:7])=[CH:4][CH:3]=1.[CH:18]#[CH:19].[C-]#[C-].[Na+].[Na+], predict the reaction product. The product is: [F:1][C:2]1[CH:17]=[CH:16][C:5]([C:6]([C:8]2[CH:13]=[CH:12][C:11]([O:14][CH3:15])=[CH:10][CH:9]=2)([OH:7])[C:18]#[CH:19])=[CH:4][CH:3]=1. (8) Given the reactants [OH-].[Na+].[NH2:3][CH2:4][CH2:5][CH2:6][CH2:7][CH2:8][C:9]([OH:11])=[O:10].[C:12](Cl)(=[O:15])[CH:13]=[CH2:14], predict the reaction product. The product is: [C:12]([NH:3][CH2:4][CH2:5][CH2:6][CH2:7][CH2:8][C:9]([OH:11])=[O:10])(=[O:15])[CH:13]=[CH2:14]. (9) Given the reactants [Br:1][C:2]1[CH:3]=[C:4]2[N:11](C(OCC)=O)[C:10](=[O:17])[NH:9][C:5]2=[N:6][C:7]=1[CH3:8].[C:18](O[C:18]([O:20][C:21]([CH3:24])([CH3:23])[CH3:22])=[O:19])([O:20][C:21]([CH3:24])([CH3:23])[CH3:22])=[O:19].CC(N)C, predict the reaction product. The product is: [Br:1][C:2]1[CH:3]=[C:4]2[NH:11][C:10](=[O:17])[N:9]([C:18]([O:20][C:21]([CH3:24])([CH3:23])[CH3:22])=[O:19])[C:5]2=[N:6][C:7]=1[CH3:8]. (10) Given the reactants [CH:1]1([CH2:4][NH:5][N:6]2[C:15]3[C:10](=[CH:11][CH:12]=[CH:13][CH:14]=3)[C:9]([OH:16])=[C:8]([C:17]3[NH:22][C:21]4[CH:23]=[CH:24][C:25]([O:27][CH2:28][C:29]#[N:30])=[CH:26][C:20]=4[S:19](=[O:32])(=[O:31])[N:18]=3)[C:7]2=[O:33])[CH2:3][CH2:2]1.[Li+].[BH4-], predict the reaction product. The product is: [NH2:30][CH2:29][CH2:28][O:27][C:25]1[CH:24]=[CH:23][C:21]2[NH:22][C:17]([C:8]3[C:7](=[O:33])[N:6]([NH:5][CH2:4][CH:1]4[CH2:3][CH2:2]4)[C:15]4[C:10]([C:9]=3[OH:16])=[CH:11][CH:12]=[CH:13][CH:14]=4)=[N:18][S:19](=[O:32])(=[O:31])[C:20]=2[CH:26]=1.